From a dataset of Full USPTO retrosynthesis dataset with 1.9M reactions from patents (1976-2016). Predict the reactants needed to synthesize the given product. (1) Given the product [Cl:11][C:7]1[CH:6]=[C:5]2[C:4](=[C:9]([I:10])[CH:8]=1)[C:3](=[O:14])[N:21]([CH2:20][C:19]1[CH:22]=[CH:23][C:16]([F:15])=[CH:17][CH:18]=1)[CH2:12]2, predict the reactants needed to synthesize it. The reactants are: CO[C:3](=[O:14])[C:4]1[C:9]([I:10])=[CH:8][C:7]([Cl:11])=[CH:6][C:5]=1[CH2:12]Br.[F:15][C:16]1[CH:23]=[CH:22][C:19]([CH2:20][NH2:21])=[CH:18][CH:17]=1.C([O-])([O-])=O.[K+].[K+].C(OCC)(=O)C. (2) The reactants are: [Cl:1][C:2]1[C:3]([O:12][C:13]2[CH:18]=[C:17]([O:19][C:20]3[N:25]=[CH:24][CH:23]=[CH:22][N:21]=3)[CH:16]=[CH:15][C:14]=2/[CH:26]=[CH:27]/[C:28](O)=[O:29])=[N:4][CH:5]=[C:6]([C:8]([F:11])([F:10])[F:9])[CH:7]=1.Cl.C(N=C=NCCCN(C)C)C.[CH2:43]([S:48]([NH2:51])(=[O:50])=[O:49])[CH2:44][CH2:45][CH2:46][CH3:47].Cl. Given the product [Cl:1][C:2]1[C:3]([O:12][C:13]2[CH:18]=[C:17]([O:19][C:20]3[N:21]=[CH:22][CH:23]=[CH:24][N:25]=3)[CH:16]=[CH:15][C:14]=2/[CH:26]=[CH:27]/[C:28]([NH:51][S:48]([CH2:43][CH2:44][CH2:45][CH2:46][CH3:47])(=[O:50])=[O:49])=[O:29])=[N:4][CH:5]=[C:6]([C:8]([F:11])([F:10])[F:9])[CH:7]=1, predict the reactants needed to synthesize it. (3) Given the product [CH2:26]([C:13]1[N:14]=[N:15][C:16]([O:18][CH:19]2[CH2:24][CH2:23][N:22]([CH3:25])[CH2:21][CH2:20]2)=[CH:17][C:12]=1[C:10]1[CH:9]=[CH:8][C:7]([O:30][CH:31]2[CH2:36][CH2:35][CH2:34][CH2:33][CH2:32]2)=[C:6]([CH:11]=1)[C:5]([OH:37])=[O:4])[CH2:27][CH2:28][CH3:29], predict the reactants needed to synthesize it. The reactants are: [OH-].[Li+].C[O:4][C:5](=[O:37])[C:6]1[CH:11]=[C:10]([C:12]2[CH:17]=[C:16]([O:18][CH:19]3[CH2:24][CH2:23][N:22]([CH3:25])[CH2:21][CH2:20]3)[N:15]=[N:14][C:13]=2[CH2:26][CH2:27][CH2:28][CH3:29])[CH:9]=[CH:8][C:7]=1[O:30][CH:31]1[CH2:36][CH2:35][CH2:34][CH2:33][CH2:32]1.Cl. (4) Given the product [Br:7][C:8]1[CH:15]=[CH:14][C:11]([CH2:12][N:1]2[CH2:6][CH2:5][O:4][CH2:3][CH2:2]2)=[CH:10][CH:9]=1, predict the reactants needed to synthesize it. The reactants are: [NH:1]1[CH2:6][CH2:5][O:4][CH2:3][CH2:2]1.[Br:7][C:8]1[CH:15]=[CH:14][C:11]([CH2:12]Br)=[CH:10][CH:9]=1.